This data is from Forward reaction prediction with 1.9M reactions from USPTO patents (1976-2016). The task is: Predict the product of the given reaction. (1) The product is: [NH2:1][C:2]1[CH:3]=[C:4]([CH:7]=[CH:8][C:9]=1[CH3:10])[C:5](=[NH:6])[NH:11][OH:12]. Given the reactants [NH2:1][C:2]1[CH:3]=[C:4]([CH:7]=[CH:8][C:9]=1[CH3:10])[C:5]#[N:6].[NH2:11][OH:12], predict the reaction product. (2) Given the reactants CC([N:5]([CH2:9][C:10]1[N:14]2[CH:15]=[CH:16][CH:17]=[CH:18][C:13]2=[N:12][C:11]=1[CH:19]=O)[C:6](=[O:8])[O-:7])(C)C.[CH3:21][NH:22][C@@H:23]1[C:32]2[N:31]=[CH:30][CH:29]=[CH:28][C:27]=2[CH2:26][CH2:25][CH2:24]1.CN(CC1N=C2C=CC=CN2[C:38]=1[C:39]1[CH:44]=CN=C[CH:40]=1)[C@@H]1[C:44]2N=CC=[CH:40][C:39]=2[CH2:38]CC1, predict the reaction product. The product is: [CH3:21][N:22]([CH2:19][C:11]1[N:12]=[C:13]2[CH:18]=[CH:17][CH:16]=[CH:15][N:14]2[C:10]=1[CH2:9][NH:5][C:6](=[O:8])[O:7][C:39]([CH3:40])([CH3:44])[CH3:38])[C@@H:23]1[C:32]2[N:31]=[CH:30][CH:29]=[CH:28][C:27]=2[CH2:26][CH2:25][CH2:24]1. (3) Given the reactants [C:1](C1NC=CN=1)(C1NC=CN=1)=[O:2].ONC([CH:17]1[CH2:20][S:19][CH2:18]1)=O.C[OH:22].[C:23](#[N:25])C, predict the reaction product. The product is: [CH3:1][O:2][C:23](=[O:22])[NH:25][CH:17]1[CH2:18][S:19][CH2:20]1.